From a dataset of Antibody developability classification from SAbDab with 2,409 antibodies. Regression/Classification. Given an antibody's heavy chain and light chain sequences, predict its developability. TAP uses regression for 5 developability metrics; SAbDab uses binary classification. The antibody is ['EVKLQESGPGKLQPSQTLSLTCSFSGFSLTTSGIGVGWIRQPSGKGLEWLAHIWWSASKYYNTALKSRLTISKDTSNNQVFLKIASVDTADTATYYCARAYYGNYGGYYFDYWGQGTTLTVSS', 'DIVMTQSPASLAVSLGQRATISCRASQSVSTSSYSYMNWYQQKPGQPPKLLIKYASNLESGVPARFSGSGSGTDFTLNIHPLEEEDTATYYCQHSWEIPWTFGGGTKVEIK']. Result: 0 (not developable).